This data is from Full USPTO retrosynthesis dataset with 1.9M reactions from patents (1976-2016). The task is: Predict the reactants needed to synthesize the given product. (1) The reactants are: [NH2:1][CH2:2][C@H:3]1[C:12]2[C:7](=[C:8]([O:14]C)[C:9]([CH3:13])=[CH:10][CH:11]=2)[CH2:6][C@@H:5]([CH:16]2[CH2:21][CH2:20][N:19]([CH2:22][CH2:23][CH:24]([NH:26][C:27](=[O:35])[C:28]3[CH:33]=[CH:32][C:31]([Cl:34])=[CH:30][CH:29]=3)[CH3:25])[CH2:18][CH2:17]2)[O:4]1.B(Cl)(Cl)[Cl:37]. Given the product [ClH:34].[ClH:37].[NH2:1][CH2:2][C@H:3]1[C:12]2[C:7](=[C:8]([OH:14])[C:9]([CH3:13])=[CH:10][CH:11]=2)[CH2:6][C@@H:5]([CH:16]2[CH2:21][CH2:20][N:19]([CH2:22][CH2:23][CH:24]([NH:26][C:27](=[O:35])[C:28]3[CH:33]=[CH:32][C:31]([Cl:34])=[CH:30][CH:29]=3)[CH3:25])[CH2:18][CH2:17]2)[O:4]1, predict the reactants needed to synthesize it. (2) Given the product [CH3:24][N:21]1[C:22]([CH3:23])=[C:18]([C:16]([NH:15][C:12]2[CH:13]=[CH:14][C:9]([O:8][C:6]3[CH:5]=[CH:4][N:3]=[C:2]([NH:1][C:40](=[O:41])[O:39][C:33]4[CH:38]=[CH:37][CH:36]=[CH:35][CH:34]=4)[CH:7]=3)=[C:10]([F:32])[CH:11]=2)=[O:17])[C:19](=[O:31])[N:20]1[C:25]1[CH:26]=[CH:27][CH:28]=[CH:29][CH:30]=1, predict the reactants needed to synthesize it. The reactants are: [NH2:1][C:2]1[CH:7]=[C:6]([O:8][C:9]2[CH:14]=[CH:13][C:12]([NH:15][C:16]([C:18]3[C:19](=[O:31])[N:20]([C:25]4[CH:30]=[CH:29][CH:28]=[CH:27][CH:26]=4)[N:21]([CH3:24])[C:22]=3[CH3:23])=[O:17])=[CH:11][C:10]=2[F:32])[CH:5]=[CH:4][N:3]=1.[C:33]1([O:39][C:40](Cl)=[O:41])[CH:38]=[CH:37][CH:36]=[CH:35][CH:34]=1. (3) Given the product [Cl:3][C:4]1[CH:9]=[CH:8][C:7]([O:10][C:12]2[CH:17]=[CH:16][C:15]([C:18]3[S:19][C:20]4[N:21]=[CH:22][N:23]=[CH:24][C:25]=4[N:26]=3)=[CH:14][C:13]=2[C:27]#[N:28])=[CH:6][CH:5]=1, predict the reactants needed to synthesize it. The reactants are: [H-].[Na+].[Cl:3][C:4]1[CH:9]=[CH:8][C:7]([OH:10])=[CH:6][CH:5]=1.Cl[C:12]1[CH:17]=[CH:16][C:15]([C:18]2[S:19][C:20]3[N:21]=[CH:22][N:23]=[CH:24][C:25]=3[N:26]=2)=[CH:14][C:13]=1[C:27]#[N:28].O. (4) Given the product [Cl:21][C:22]1[CH:27]=[CH:26][C:25]([C:2]2[C:11]3[C:6](=[CH:7][CH:8]=[C:9]([C:12]([NH:14][N:15]([CH3:20])[S:16]([CH3:19])(=[O:18])=[O:17])=[O:13])[CH:10]=3)[CH:5]=[N:4][CH:3]=2)=[CH:24][CH:23]=1, predict the reactants needed to synthesize it. The reactants are: Br[C:2]1[C:11]2[C:6](=[CH:7][CH:8]=[C:9]([C:12]([NH:14][N:15]([CH3:20])[S:16]([CH3:19])(=[O:18])=[O:17])=[O:13])[CH:10]=2)[CH:5]=[N:4][CH:3]=1.[Cl:21][C:22]1[CH:27]=[CH:26][C:25](B(O)O)=[CH:24][CH:23]=1.C(=O)([O-])[O-].[Cs+].[Cs+]. (5) Given the product [Br:1][C:2]1[C:7]([C:8]([O:10][CH3:14])=[O:9])=[C:6]([F:11])[C:5]([O:12][CH3:13])=[CH:4][CH:3]=1, predict the reactants needed to synthesize it. The reactants are: [Br:1][C:2]1[C:7]([C:8]([OH:10])=[O:9])=[C:6]([F:11])[C:5]([O:12][CH3:13])=[CH:4][CH:3]=1.[CH3:14][Si](C=[N+]=[N-])(C)C. (6) Given the product [NH2:32][CH:1]([C:4]1[C:13]([N:14]2[CH2:19][CH2:18][CH:17]([NH:20][S:21]([CH3:24])(=[O:23])=[O:22])[CH2:16][CH2:15]2)=[C:12]2[C:7]([CH:8]=[CH:9][CH:10]=[N:11]2)=[C:6]([Cl:25])[CH:5]=1)[CH3:2], predict the reactants needed to synthesize it. The reactants are: [C:1]([C:4]1[C:13]([N:14]2[CH2:19][CH2:18][CH:17]([NH:20][S:21]([CH3:24])(=[O:23])=[O:22])[CH2:16][CH2:15]2)=[C:12]2[C:7]([CH:8]=[CH:9][CH:10]=[N:11]2)=[C:6]([Cl:25])[CH:5]=1)(=O)[CH3:2].C([O-])(=O)C.[NH4+].C([BH3-])#[N:32].[Na+].O1CCCC1. (7) Given the product [BH2:1][C:2]1[CH:7]=[C:6]([Cl:8])[CH:5]=[CH:4][C:3]=1[NH:9][S:20]([C:17]1[CH:18]=[CH:19][C:14]([C:10]([CH3:13])([CH3:12])[CH3:11])=[CH:15][CH:16]=1)(=[O:22])=[O:21], predict the reactants needed to synthesize it. The reactants are: [BH2:1][C:2]1[CH:7]=[C:6]([Cl:8])[CH:5]=[CH:4][C:3]=1[NH2:9].[C:10]([C:14]1[CH:19]=[CH:18][C:17]([S:20](Cl)(=[O:22])=[O:21])=[CH:16][CH:15]=1)([CH3:13])([CH3:12])[CH3:11].